This data is from Forward reaction prediction with 1.9M reactions from USPTO patents (1976-2016). The task is: Predict the product of the given reaction. (1) Given the reactants [CH3:1][C@@:2]1([C:14]2[NH:18][C:17]3[C:19]([CH3:23])=[CH:20][CH:21]=[CH:22][C:16]=3[N:15]=2)[CH2:6][CH2:5][CH2:4][N:3]1C(OC(C)(C)C)=O.[ClH:24].O1CCOCC1, predict the reaction product. The product is: [ClH:24].[CH3:23][C:19]1[C:17]2[NH:18][C:14]([C@:2]3([CH3:1])[CH2:6][CH2:5][CH2:4][NH:3]3)=[N:15][C:16]=2[CH:22]=[CH:21][CH:20]=1. (2) Given the reactants [CH:1](=O)[C:2]1[CH:7]=[CH:6][CH:5]=[CH:4][CH:3]=1.[O:9]=[C:10]([CH:12](P(=O)(OCC)OCC)[CH2:13][CH2:14][CH2:15][CH2:16][CH2:17][CH3:18])[CH3:11], predict the reaction product. The product is: [CH:1](=[C:12](/[CH2:13][CH2:14][CH2:15][CH2:16][CH2:17][CH3:18])\[C:10](=[O:9])[CH3:11])/[C:2]1[CH:7]=[CH:6][CH:5]=[CH:4][CH:3]=1. (3) Given the reactants [CH3:1][C:2]1[CH:16]=[CH:15][C:5]([C:6]([CH:8]2[CH2:13][CH2:12][CH2:11][CH2:10][C:9]2=O)=[O:7])=[CH:4][CH:3]=1.[CH3:17][O:18][C:19](=[O:30])[C@H:20]([CH2:22][C:23]1[CH:28]=[CH:27][C:26]([OH:29])=[CH:25][CH:24]=1)[NH2:21].O.CO, predict the reaction product. The product is: [CH3:17][O:18][C:19](=[O:30])[CH:20]([NH:21][C:9]1[CH:10]=[CH:11][CH:12]=[CH:13][C:8]=1[C:6](=[O:7])[C:5]1[CH:15]=[CH:16][C:2]([CH3:1])=[CH:3][CH:4]=1)[CH2:22][C:23]1[CH:28]=[CH:27][C:26]([OH:29])=[CH:25][CH:24]=1. (4) Given the reactants [Cl:1][C:2]1[CH:3]=[CH:4][C:5]([F:9])=[C:6](I)[CH:7]=1.C1(P(C2C=CC=CC=2)C2C=CC=CC=2)C=CC=CC=1.[CH2:29]([OH:32])[C:30]#[CH:31].C(N(C(C)C)CC)(C)C, predict the reaction product. The product is: [Cl:1][C:2]1[CH:3]=[CH:4][C:5]([F:9])=[C:6]([C:31]#[C:30][CH2:29][OH:32])[CH:7]=1.